This data is from Forward reaction prediction with 1.9M reactions from USPTO patents (1976-2016). The task is: Predict the product of the given reaction. Given the reactants Cl[C:2]([O:4][CH3:5])=[O:3].[NH2:6][CH2:7][C@H:8]1[O:12][C:11](=[O:13])[N:10]([C:14]2[CH:15]=[C:16]3[C:20](=[CH:21][CH:22]=2)[N:19]([CH2:23][CH2:24][F:25])[C:18](=[O:26])[CH2:17]3)[CH2:9]1.C(N(C(C)C)CC)(C)C, predict the reaction product. The product is: [CH3:5][O:4][C:2](=[O:3])[NH:6][CH2:7][C@@H:8]1[O:12][C:11](=[O:13])[N:10]([C:14]2[CH:15]=[C:16]3[C:20](=[CH:21][CH:22]=2)[N:19]([CH2:23][CH2:24][F:25])[C:18](=[O:26])[CH2:17]3)[CH2:9]1.